Dataset: Experimentally validated miRNA-target interactions with 360,000+ pairs, plus equal number of negative samples. Task: Binary Classification. Given a miRNA mature sequence and a target amino acid sequence, predict their likelihood of interaction. (1) The miRNA is hsa-miR-106b-5p with sequence UAAAGUGCUGACAGUGCAGAU. The protein sequence of the target gene is MASPSRRLQTKPVITCFKSVLLIYTFIFWITGVILLAVGIWGKVSLENYFSLLNEKATNVPFVLIATGTVIILLGTFGCFATCRASAWMLKLYAMFLTLVFLVELVAAIVGFVFRHEIKNSFKNNYEKALKQYNSTGDYRSHAVDKIQNTLHCCGVTDYRDWTDTNYYSEKGFPKSCCKLEDCTPQRDADKVNNEGCFIKVMTIIESEMGVVAGISFGVACFQLIGIFLAYCLSRAITNNQYEIV. Result: 1 (interaction). (2) The miRNA is hsa-miR-4765 with sequence UGAGUGAUUGAUAGCUAUGUUC. The protein sequence of the target gene is MQKEMKMIKDEDVHFDLAVKKTPSFPHCLQPVASRGKAPQRHPFPEALRGPFSQFRYEPPPGDLDGFPGVFEGAGSRKRKSMPTKMPYNHPAEEVTLALHSEENKNHGLPNLPLLFPQPPRPKYDSQMIDLCNVGFQFYRSLEHFGGKPVKQEPIKPSAVWPQPTPTPFLPTPYPYYPKVHPGLMFPFFVPSSSPFPFSRHTFLPKQPPEPLLPRKAEPQESEETKQKVERVDVNVQIDDSYYVDVGGSQKRWQCPTCEKSYTSKYNLVTHILGHSGIKPHACTHCGKLFKQLSHLHTHM.... Result: 0 (no interaction).